Regression. Given a peptide amino acid sequence and an MHC pseudo amino acid sequence, predict their binding affinity value. This is MHC class II binding data. From a dataset of Peptide-MHC class II binding affinity with 134,281 pairs from IEDB. The peptide sequence is ESTGGAYDTYKSIPS. The MHC is HLA-DPA10201-DPB10501 with pseudo-sequence HLA-DPA10201-DPB10501. The binding affinity (normalized) is 0.352.